From a dataset of NCI-60 drug combinations with 297,098 pairs across 59 cell lines. Regression. Given two drug SMILES strings and cell line genomic features, predict the synergy score measuring deviation from expected non-interaction effect. (1) Drug 1: CC1=C(C(CCC1)(C)C)C=CC(=CC=CC(=CC(=O)O)C)C. Drug 2: COCCOC1=C(C=C2C(=C1)C(=NC=N2)NC3=CC=CC(=C3)C#C)OCCOC.Cl. Cell line: COLO 205. Synergy scores: CSS=-6.40, Synergy_ZIP=1.81, Synergy_Bliss=-2.40, Synergy_Loewe=-7.73, Synergy_HSA=-6.68. (2) Drug 1: C1=CN(C(=O)N=C1N)C2C(C(C(O2)CO)O)O.Cl. Drug 2: CC1=C(C(CCC1)(C)C)C=CC(=CC=CC(=CC(=O)O)C)C. Cell line: OVCAR-8. Synergy scores: CSS=45.9, Synergy_ZIP=-1.69, Synergy_Bliss=-2.02, Synergy_Loewe=-2.80, Synergy_HSA=0.221. (3) Drug 1: C1CCN(CC1)CCOC2=CC=C(C=C2)C(=O)C3=C(SC4=C3C=CC(=C4)O)C5=CC=C(C=C5)O. Drug 2: COC1=CC(=CC(=C1O)OC)C2C3C(COC3=O)C(C4=CC5=C(C=C24)OCO5)OC6C(C(C7C(O6)COC(O7)C8=CC=CS8)O)O. Cell line: PC-3. Synergy scores: CSS=20.8, Synergy_ZIP=-2.93, Synergy_Bliss=1.46, Synergy_Loewe=-16.8, Synergy_HSA=1.04.